This data is from Catalyst prediction with 721,799 reactions and 888 catalyst types from USPTO. The task is: Predict which catalyst facilitates the given reaction. (1) Reactant: Cl[C:2]1[C:7]([C:8]#[N:9])=[CH:6][N:5]=[C:4]2[S:10][C:11]([C:13]3[CH:18]=[CH:17][CH:16]=[CH:15][CH:14]=3)=[CH:12][C:3]=12.[OH:19][C:20]1[CH:21]=[C:22]2[C:26](=[CH:27][CH:28]=1)[NH:25][CH:24]=[CH:23]2.C(=O)([O-])[O-].[K+].[K+]. Product: [NH:25]1[C:26]2[C:22](=[CH:21][C:20]([O:19][C:2]3[C:7]([C:8]#[N:9])=[CH:6][N:5]=[C:4]4[S:10][C:11]([C:13]5[CH:18]=[CH:17][CH:16]=[CH:15][CH:14]=5)=[CH:12][C:3]=34)=[CH:28][CH:27]=2)[CH:23]=[CH:24]1. The catalyst class is: 47. (2) Reactant: [CH2:1]([NH:3][CH2:4][CH3:5])[CH3:2].[CH3:6][CH:7]([C:9]1[N:13]([CH2:14][CH2:15][C@@H:16]([OH:24])[CH2:17][C@@H:18]([OH:23])[CH2:19][C:20]([OH:22])=[O:21])[C:12]([C:25]2[CH:26]=[CH:27][C:28]([F:31])=[CH:29][CH:30]=2)=[C:11]([C:32]2[CH:33]=[CH:34][CH:35]=[CH:36][CH:37]=2)[C:10]=1[C:38]([NH:40][C:41]1[CH:42]=[CH:43][CH:44]=[CH:45][CH:46]=1)=[O:39])[CH3:8]. The catalyst class is: 10. Product: [CH2:1]([NH:3][CH2:4][CH3:5])[CH3:2].[CH3:8][CH:7]([C:9]1[N:13]([CH2:14][CH2:15][C@@H:16]([OH:24])[CH2:17][C@@H:18]([OH:23])[CH2:19][C:20]([OH:22])=[O:21])[C:12]([C:25]2[CH:30]=[CH:29][C:28]([F:31])=[CH:27][CH:26]=2)=[C:11]([C:32]2[CH:37]=[CH:36][CH:35]=[CH:34][CH:33]=2)[C:10]=1[C:38]([NH:40][C:41]1[CH:46]=[CH:45][CH:44]=[CH:43][CH:42]=1)=[O:39])[CH3:6].[CH2:1]([NH:3][CH2:4][CH3:5])[CH3:2]. (3) Reactant: [CH:1]1([CH2:7][C@H:8]([NH:26][C:27]([C:29]2[CH:30]=[C:31]([C:35]3C=CC=C(OC)C=3)[CH:32]=[CH:33][CH:34]=2)=[O:28])[C:9](=[O:25])NCCNC2C=CC(OC(F)(F)F)=CC=2)[CH2:6][CH2:5][CH2:4][CH2:3][CH2:2]1.[CH:43]1C=CC2N(O)N=NC=2[CH:48]=1.CC(C)N=C=NC(C)C.[CH3:62][O:63][C:64]1[CH:69]=[CH:68][C:67]([NH:70][CH2:71][CH2:72][NH2:73])=[CH:66][CH:65]=1. Product: [CH:5]1([CH2:6][CH2:1][CH2:7][C@H:8]([NH:26][C:27](=[O:28])[C:29]2[CH:34]=[CH:33][CH:32]=[C:31]([CH3:35])[CH:30]=2)[C:9](=[O:25])[NH:73][CH2:72][CH2:71][NH:70][C:67]2[CH:68]=[CH:69][C:64]([O:63][CH3:62])=[CH:65][CH:66]=2)[CH2:4][CH2:3][CH2:2][CH2:48][CH2:43]1. The catalyst class is: 2. (4) Reactant: NC1[S:3][C:4]2[CH:10]=[C:9]([O:11][CH3:12])[CH:8]=[CH:7][C:5]=2[N:6]=1.C(O)CO.[OH-].[K+].C1(C)C=CC=CC=1. Product: [CH3:12][O:11][C:9]1[CH:8]=[CH:7][C:5]([NH2:6])=[C:4]([SH:3])[CH:10]=1. The catalyst class is: 15. (5) Reactant: C(OCCCOC1C=CNC(=S)C=1C)C.ClC[C:18]1[NH:19][C:20]2[CH:26]=[CH:25][CH:24]=[CH:23][C:21]=2[N:22]=1.[OH-].[Na+]. Product: [NH:19]1[C:20]2[CH:26]=[CH:25][CH:24]=[CH:23][C:21]=2[N:22]=[CH:18]1. The catalyst class is: 8. (6) Reactant: [OH:1][C:2]1([C:15]2[CH:16]=[CH:17][C:18]3[N:19]([CH:26]=2)[C:20](=[O:25])[CH:21]=[C:22]([OH:24])[N:23]=3)[CH2:7][CH2:6][N:5]([C:8]([O:10][C:11]([CH3:14])([CH3:13])[CH3:12])=[O:9])[CH2:4][CH2:3]1.[F:27][C:28]([F:47])([F:46])[S:29](N(C1C=CC=CC=1)[S:29]([C:28]([F:47])([F:46])[F:27])(=[O:31])=[O:30])(=[O:31])=[O:30].C(=O)([O-])[O-].[K+].[K+]. Product: [OH:1][C:2]1([C:15]2[CH:16]=[CH:17][C:18]3[N:19]([CH:26]=2)[C:20](=[O:25])[CH:21]=[C:22]([O:24][S:29]([C:28]([F:47])([F:46])[F:27])(=[O:31])=[O:30])[N:23]=3)[CH2:7][CH2:6][N:5]([C:8]([O:10][C:11]([CH3:14])([CH3:13])[CH3:12])=[O:9])[CH2:4][CH2:3]1. The catalyst class is: 31. (7) Reactant: [CH2:1](Br)[C:2]1[CH:7]=[CH:6][CH:5]=[CH:4][CH:3]=1.[CH2:9]([O:11][C:12]1[CH:13]=[C:14]([CH:20]=[C:21]([OH:24])[C:22]=1[I:23])[C:15]([O:17][CH2:18][CH3:19])=[O:16])[CH3:10].C(=O)([O-])[O-].[K+].[K+].O. Product: [CH2:1]([O:24][C:21]1[CH:20]=[C:14]([CH:13]=[C:12]([O:11][CH2:9][CH3:10])[C:22]=1[I:23])[C:15]([O:17][CH2:18][CH3:19])=[O:16])[C:2]1[CH:7]=[CH:6][CH:5]=[CH:4][CH:3]=1. The catalyst class is: 3. (8) Reactant: FC(F)(F)C(O)=O.C(OC([N:15]1[CH2:27][CH2:26][C:25]2[C:24]3[C:19](=[CH:20][C:21]([N:28]4[CH:33]=[CH:32][C:31]([C:34]5[CH:39]=[CH:38][C:37]([Cl:40])=[CH:36][C:35]=5[O:41][CH3:42])=[CH:30][C:29]4=[O:43])=[CH:22][CH:23]=3)[N:18]([CH3:44])[C:17]=2[CH2:16]1)=O)CCC. Product: [ClH:40].[Cl:40][C:37]1[CH:38]=[CH:39][C:34]([C:31]2[CH:32]=[CH:33][N:28]([C:21]3[CH:20]=[C:19]4[C:24]([C:25]5[CH2:26][CH2:27][NH:15][CH2:16][C:17]=5[N:18]4[CH3:44])=[CH:23][CH:22]=3)[C:29](=[O:43])[CH:30]=2)=[C:35]([O:41][CH3:42])[CH:36]=1. The catalyst class is: 2. (9) Reactant: C[Si]([N-][Si](C)(C)C)(C)C.[Li+].C[O:12][C:13]([C:15]1[C:23]2[C:18](=[N:19][CH:20]=[C:21]([F:24])[CH:22]=2)[N:17]([S:25]([C:28]2[CH:33]=[CH:32][CH:31]=[CH:30][CH:29]=2)(=[O:27])=[O:26])[C:16]=1[CH2:34][N:35]([CH2:46][C:47]#[N:48])S(C1C=CC(C)=CC=1)(=O)=O)=O. Product: [C:28]1([S:25]([N:17]2[C:16]3[CH:34]=[N:35][C:46]([C:47]#[N:48])=[C:13]([OH:12])[C:15]=3[C:23]3[CH:22]=[C:21]([F:24])[CH:20]=[N:19][C:18]2=3)(=[O:27])=[O:26])[CH:29]=[CH:30][CH:31]=[CH:32][CH:33]=1. The catalyst class is: 1.